Dataset: Full USPTO retrosynthesis dataset with 1.9M reactions from patents (1976-2016). Task: Predict the reactants needed to synthesize the given product. (1) Given the product [NH2:8][C:5]1[C:4]([Cl:9])=[C:3]([N:18]2[CH2:19][CH2:20][C:21]3([NH:26][CH2:25][CH2:24][NH:23][C:22]3=[O:27])[CH2:28][CH2:29]2)[C:2]([Br:1])=[CH:7][N:6]=1, predict the reactants needed to synthesize it. The reactants are: [Br:1][C:2]1[C:3](Cl)=[C:4]([Cl:9])[C:5]([NH2:8])=[N:6][CH:7]=1.C(OC([N:18]1[CH2:29][CH2:28][C:21]2([NH:26][CH2:25][CH2:24][NH:23][C:22]2=[O:27])[CH2:20][CH2:19]1)=O)(C)(C)C.[F-].[K+].C(N(CC)CC)C. (2) Given the product [Br:8][C:6]1[CH:5]=[CH:4][C:3]2[N:9]=[C:10]([C@@H:11]([NH:16][C:17](=[O:23])[O:18][C:19]([CH3:22])([CH3:21])[CH3:20])[C:12]([CH3:15])([CH3:14])[CH3:13])[NH:1][C:2]=2[CH:7]=1, predict the reactants needed to synthesize it. The reactants are: [NH2:1][C:2]1[CH:7]=[C:6]([Br:8])[CH:5]=[CH:4][C:3]=1[NH:9][C:10](=O)[C@@H:11]([NH:16][C:17](=[O:23])[O:18][C:19]([CH3:22])([CH3:21])[CH3:20])[C:12]([CH3:15])([CH3:14])[CH3:13]. (3) The reactants are: Cl.[CH3:2][CH:3]([CH3:22])[CH2:4][NH:5][CH2:6][C:7]1[S:8][C:9]([C:12]2[CH:17]=[CH:16][CH:15]=[C:14]([S:18]([CH3:21])(=[O:20])=[O:19])[CH:13]=2)=[CH:10][CH:11]=1.C(N(CC)C(C)C)(C)C.[C:32]1([S:38](Cl)(=[O:40])=[O:39])[CH:37]=[CH:36][CH:35]=[CH:34][CH:33]=1. Given the product [CH2:4]([N:5]([CH2:6][C:7]1[S:8][C:9]([C:12]2[CH:17]=[CH:16][CH:15]=[C:14]([S:18]([CH3:21])(=[O:20])=[O:19])[CH:13]=2)=[CH:10][CH:11]=1)[S:38]([C:32]1[CH:37]=[CH:36][CH:35]=[CH:34][CH:33]=1)(=[O:40])=[O:39])[CH:3]([CH3:22])[CH3:2], predict the reactants needed to synthesize it. (4) The reactants are: [CH2:1]([NH2:4])[CH2:2][NH2:3].C[Al](C)C.[F:9][C:10]([CH3:41])([CH3:40])[CH2:11][CH2:12][CH:13]1[C:17](=O)[O:16][CH:15]([CH:19]([NH:27][C:28]([C:30]2[CH:39]=[N:38][C:37]3[C:32](=[CH:33][CH:34]=[CH:35][CH:36]=3)[N:31]=2)=[O:29])[CH2:20][C:21]2[CH:26]=[CH:25][CH:24]=[CH:23][CH:22]=2)[CH2:14]1. Given the product [CH2:20]([CH:19]([NH:27][C:28]([C:30]1[CH:39]=[N:38][C:37]2[C:32](=[CH:33][CH:34]=[CH:35][CH:36]=2)[N:31]=1)=[O:29])[CH:15]([OH:16])[CH2:14][CH:13]([C:17]1[NH:3][CH2:2][CH2:1][N:4]=1)[CH2:12][CH2:11][C:10]([F:9])([CH3:41])[CH3:40])[C:21]1[CH:22]=[CH:23][CH:24]=[CH:25][CH:26]=1, predict the reactants needed to synthesize it. (5) Given the product [CH2:20]([O:19][C:15]1[C:14]2[C:9](=[CH:10][CH:11]=[CH:12][CH:13]=2)[C:8]([CH:17]=[O:18])=[CH:7][CH:16]=1)[CH2:21][CH3:22], predict the reactants needed to synthesize it. The reactants are: C(O[C:7]1[CH:16]=[CH:15][C:14]2[C:9](=[CH:10][CH:11]=[CH:12][CH:13]=2)[C:8]=1[CH:17]=[O:18])CC(C)C.[OH:19][C:20]1C2C(=CC=CC=2)C(C=O)=[CH:22][CH:21]=1.BrCCC. (6) Given the product [C:21]([O:20][P:13]([O:25][CH2:2][C:3]1[CH:12]=[CH:11][C:6]([C:7]([O:9][CH3:10])=[O:8])=[CH:5][CH:4]=1)([O:15][C:16]([CH3:19])([CH3:18])[CH3:17])=[O:14])([CH3:24])([CH3:23])[CH3:22], predict the reactants needed to synthesize it. The reactants are: Br[CH2:2][C:3]1[CH:12]=[CH:11][C:6]([C:7]([O:9][CH3:10])=[O:8])=[CH:5][CH:4]=1.[P:13]([O-:25])([O:20][C:21]([CH3:24])([CH3:23])[CH3:22])([O:15][C:16]([CH3:19])([CH3:18])[CH3:17])=[O:14].[K+].[I-].[Na+]. (7) Given the product [CH3:22][O:19][C:14]1[CH:13]=[C:12]2[C:17]([CH:18]=[CH:9][CH:10]=[C:11]2[C:20]#[N:21])=[CH:16][CH:15]=1, predict the reactants needed to synthesize it. The reactants are: FC1C=C([C:9]2[CH:10]=[C:11]([C:20]#[N:21])[C:12]3[C:17]([CH:18]=2)=[CH:16][CH:15]=[C:14]([OH:19])[CH:13]=3)C=CC=1O.[CH3:22]OC1C=C2C(CCCC2=O)=CC=1. (8) Given the product [I:1][CH:8]1[CH2:11][N:10]([C:12]([O:14][C:15]([CH3:18])([CH3:17])[CH3:16])=[O:13])[CH2:9]1, predict the reactants needed to synthesize it. The reactants are: [I-:1].[K+].CS(O[CH:8]1[CH2:11][N:10]([C:12]([O:14][C:15]([CH3:18])([CH3:17])[CH3:16])=[O:13])[CH2:9]1)(=O)=O. (9) Given the product [Br:1][C:2]1[CH:7]=[CH:6][C:5]([O:8][CH3:9])=[C:4]([C:13]([C:12]2[CH:16]=[CH:17][C:18]([N+:20]([O-:22])=[O:21])=[CH:19][C:11]=2[Cl:10])=[O:14])[CH:3]=1, predict the reactants needed to synthesize it. The reactants are: [Br:1][C:2]1[CH:7]=[CH:6][C:5]([O:8][CH3:9])=[CH:4][CH:3]=1.[Cl:10][C:11]1[CH:19]=[C:18]([N+:20]([O-:22])=[O:21])[CH:17]=[CH:16][C:12]=1[C:13](Cl)=[O:14].[O-]S(C(F)(F)F)(=O)=O.[Bi+3].[O-]S(C(F)(F)F)(=O)=O.[O-]S(C(F)(F)F)(=O)=O.